Dataset: Peptide-MHC class I binding affinity with 185,985 pairs from IEDB/IMGT. Task: Regression. Given a peptide amino acid sequence and an MHC pseudo amino acid sequence, predict their binding affinity value. This is MHC class I binding data. (1) The peptide sequence is VWTLMNVITL. The MHC is HLA-A29:02 with pseudo-sequence HLA-A29:02. The binding affinity (normalized) is 0.605. (2) The MHC is HLA-A03:01 with pseudo-sequence HLA-A03:01. The binding affinity (normalized) is 0.302. The peptide sequence is SSFDIKSEVK. (3) The peptide sequence is FTLVLTNACE. The MHC is H-2-Kb with pseudo-sequence H-2-Kb. The binding affinity (normalized) is 0. (4) The peptide sequence is GHVRPKSSSL. The MHC is H-2-Kd with pseudo-sequence H-2-Kd. The binding affinity (normalized) is 0.785. (5) The MHC is HLA-B15:03 with pseudo-sequence HLA-B15:03. The peptide sequence is QEAARAALQ. The binding affinity (normalized) is 0. (6) The MHC is Mamu-A07 with pseudo-sequence Mamu-A07. The binding affinity (normalized) is 0.769. The peptide sequence is NHINCELSL. (7) The peptide sequence is NPNMSCDDV. The MHC is H-2-Db with pseudo-sequence H-2-Db. The binding affinity (normalized) is 0. (8) The peptide sequence is HINALEYIIK. The MHC is HLA-A68:01 with pseudo-sequence HLA-A68:01. The binding affinity (normalized) is 0.669.